This data is from Forward reaction prediction with 1.9M reactions from USPTO patents (1976-2016). The task is: Predict the product of the given reaction. (1) Given the reactants [K+].[C:2]([O:8][CH3:9])(=[O:7])[CH2:3][C:4]([O-])=[O:5].[Cl-].[Mg+2].[Cl-].C(N(CC)CC)C.[F:20][C:21]1[CH:26]=[CH:25][C:24]([C:27]2[C:32](/[CH:33]=[CH:34]/C(Cl)=O)=[C:31]([CH:38]([CH3:40])[CH3:39])[N:30]=[C:29]([N:41]([CH3:46])[S:42]([CH3:45])(=[O:44])=[O:43])[N:28]=2)=[CH:23][CH:22]=1, predict the reaction product. The product is: [F:20][C:21]1[CH:26]=[CH:25][C:24]([C:27]2[C:32](/[CH:33]=[CH:34]/[C:4](=[O:5])[CH2:3][C:2]([O:8][CH3:9])=[O:7])=[C:31]([CH:38]([CH3:40])[CH3:39])[N:30]=[C:29]([N:41]([CH3:46])[S:42]([CH3:45])(=[O:44])=[O:43])[N:28]=2)=[CH:23][CH:22]=1. (2) Given the reactants [NH2:1][CH2:2][C:3]1[CH:8]=[CH:7][C:6]([NH:9][C:10](=[O:18])[C:11]2[CH:16]=[CH:15][C:14]([F:17])=[CH:13][CH:12]=2)=[CH:5][CH:4]=1.CCN(CC)CC.[Cl:26][C:27]1[N:36]=[C:35](Cl)[C:34]2[C:29](=[CH:30][CH:31]=[CH:32][CH:33]=2)[N:28]=1, predict the reaction product. The product is: [Cl:26][C:27]1[N:36]=[C:35]([NH:1][CH2:2][C:3]2[CH:4]=[CH:5][C:6]([NH:9][C:10](=[O:18])[C:11]3[CH:16]=[CH:15][C:14]([F:17])=[CH:13][CH:12]=3)=[CH:7][CH:8]=2)[C:34]2[C:29](=[CH:30][CH:31]=[CH:32][CH:33]=2)[N:28]=1. (3) The product is: [Cl:34][C:29]1[CH:30]=[CH:31][C:32]([N:64]2[CH:61]=[CH:62][CH:63]=[N:65]2)=[CH:33][C:28]=1[C:27]([NH:26][C:24](=[O:25])[NH:23][C:21]1[S:22][C:18]2[CH:17]=[C:16]([S:13]([CH2:12][CH2:11][CH2:1][I:69])(=[O:15])=[O:14])[CH:37]=[CH:36][C:19]=2[N:20]=1)=[O:35]. Given the reactants [C:1](Cl)(=O)C(Cl)=O.N1([CH2:11][CH2:12][S:13]([C:16]2[CH:37]=[CH:36][C:19]3[N:20]=[C:21]([NH:23][C:24]([NH:26][C:27](=[O:35])[C:28]4[CH:33]=[CH:32][CH:31]=[CH:30][C:29]=4[Cl:34])=[O:25])[S:22][C:18]=3[CH:17]=2)(=[O:15])=[O:14])CCC1.ClC1[CH:63]=[CH:62][C:61]([N:64]2C=CN=[N:65]2)=CC=1C(NC(=O)NC1SC2C=C(S(C)(=O)=O)C=CC=2N=1)=O.[I-:69].[Na+], predict the reaction product. (4) Given the reactants [CH3:1][C:2]1[CH:10]=[C:9]([O:11][CH2:12][C@@H:13]2[CH2:18][N:17]([CH3:19])[C:16]3[CH:20]=[CH:21][CH:22]=[CH:23][C:15]=3[O:14]2)[CH:8]=[C:7]([CH3:24])[C:3]=1[C:4]([OH:6])=[O:5].[CH3:25][Li].CI.[OH-].[Na+].Cl, predict the reaction product. The product is: [CH2:1]([C:2]1[CH:10]=[C:9]([O:11][CH2:12][C@@H:13]2[CH2:18][N:17]([CH3:19])[C:16]3[CH:20]=[CH:21][CH:22]=[CH:23][C:15]=3[O:14]2)[CH:8]=[C:7]([CH3:24])[C:3]=1[C:4]([OH:6])=[O:5])[CH3:25]. (5) Given the reactants [Br:1][C:2]1[CH:7]=[C:6]([CH3:8])[CH:5]=[CH:4][C:3]=1[O:9][CH2:10][CH:11](OC)OC, predict the reaction product. The product is: [Br:1][C:2]1[C:3]2[O:9][CH:10]=[CH:11][C:4]=2[CH:5]=[C:6]([CH3:8])[CH:7]=1.